Dataset: Reaction yield outcomes from USPTO patents with 853,638 reactions. Task: Predict the reaction yield, written as a fraction of the theoretical maximum amount of product (1.0 means a 100% yield; for example, 0.34 means a 34% yield). The reactants are [Br:1][C:2]1[CH:7]=[CH:6][C:5]([O:8][CH:9]=[CH2:10])=[CH:4][CH:3]=1.[CH2:11](I)I.C([Zn]CC)C.[NH4+].[Cl-]. The catalyst is ClCCCl. The product is [Br:1][C:2]1[CH:7]=[CH:6][C:5]([O:8][CH:9]2[CH2:11][CH2:10]2)=[CH:4][CH:3]=1. The yield is 0.719.